The task is: Binary Classification. Given a miRNA mature sequence and a target amino acid sequence, predict their likelihood of interaction.. This data is from Experimentally validated miRNA-target interactions with 360,000+ pairs, plus equal number of negative samples. (1) The miRNA is hsa-miR-766-5p with sequence AGGAGGAAUUGGUGCUGGUCUU. The protein sequence of the target gene is MASTISAYKEKMKELSVLSLICSCFYTQPHPNTVYQYGDMEVKQLDKRASGQSFEVILKSPSDLSPESPMLSSPPKKKDTSLEELQKRLEAAEERRKTQEAQVLKQLAERREHEREVLHKALEENNNFSRQAEEKLNYKMELSKEIREAHLAALRERLREKELHAAEVRRNKEQREEMSG. Result: 1 (interaction). (2) The miRNA is hsa-miR-3941 with sequence UUACACACAACUGAGGAUCAUA. The protein sequence of the target gene is MGSQTLQILRQGVWAALSGGWYYDPHQATFVNALHLYLWLFLLGLPFTLYMALPSTMIIVAVYCPVIAAVFIVLKMVNYRLHRALDAGEVVDRTANEFTDQRTKAEQGNCSTRRKDSNGPSDPGGGIEMSEFIREATPPVGCSSRNSYAGLDPSNQIGSGSSRLGTAATIKGDTDTAKTSDDISLSLGQSSSLCKEGSEEQDLAADRKLFRLVSNDSFISIQPSLSSCGQDLPRDFSDKVNLPSHNHHHHVDQSLSSACDTEVASLVPLHSHSYRKDHRPRGVPRTSSSAVAFPDTSLND.... Result: 1 (interaction). (3) The miRNA is hsa-miR-488-5p with sequence CCCAGAUAAUGGCACUCUCAA. The protein sequence of the target gene is MVPKSDQLLIVVSILEGRHFPKRPKHLLVVEAKFDGEQLATDPVDHTDQPEFATELAWEIDRKVLHQHRLQRTPIKLQCFALDPQTSAKETVGYIVLDLRTAQETKQAPKWYQLLSNKYTKFKAEVQISLTLETDTKAQVDSYKAKAAPPRDGKVLASLAGVDPKDIVAVLNEEGGYHQIGPAEHCTDPFILSVTIAFATQLEQLIPCTMKLPERQPEFFFYYSLLGNDVTNEPFSDLINPNFEPERASVRIRSSVEILRVYLALHSKLQIHLCCGDQSLGSTEIPLNGLLKKGSTEINQ.... Result: 0 (no interaction). (4) The miRNA is hsa-miR-1304-5p with sequence UUUGAGGCUACAGUGAGAUGUG. The protein sequence of the target gene is MPYVDRQNRICGFLDIEDNENSGKFLRRYFILDTQANCLLWYMDNPQNLAVGAGAVGSLQLTYISKVSIATPKQKPKTPFCFVINALSQRYFLQANDQKDLKDWVEALNQASKITVPKAGTVPLATEVLKNLTAPPTLEKKPQVAYKTEIIGGVVVQTPISQNGGDGQEGCEPGTHAFLRRSQSYIPTSGCRPSTGPPLIKSGYCVKQGNVRKSWKRRFFALDDFTICYFKCEQDREPLRTIPLKDVLKTHECLVKSGDLLMRDNLFEIITTSRTFYVQADSPEDMHSWIEGIGAAVQAL.... Result: 0 (no interaction). (5) The miRNA is hsa-miR-130a-5p with sequence GCUCUUUUCACAUUGUGCUACU. The protein sequence of the target gene is MNFLSTAESRTAQAAASGTTLLPQFRAPSWQTGMHSSAATELFATGPLPSTGTLPPSLSAYQHPTTFSNRNFATTSPLVLQDSTFNTTSNGILSHHDPLLQIKTSQGTVPTALAFERLGSSVLSNSIPPQSSTYRSAQESAPHLLQPQFSLLPSALGGSQQTPQAYSSTLFTSSTASIERALLRECSVIKHHQRPSGTQSIQAQLTGSQHSLHSYLSNSSVVNFQETTRQSSLSCSPIGDSTQVSNGGLQQKTSQVSVELAQSYSSAIPSSGYPPSTTKIKSCSTEQPLTSTKTPKPQSI.... Result: 1 (interaction). (6) The miRNA is hsa-miR-4665-3p with sequence CUCGGCCGCGGCGCGUAGCCCCCGCC. The protein sequence of the target gene is MAGDVGGRSCTDSELLLHPELLSQEFLLLTLEQKNIAVETDVRVNKDSLTDLYVQHAIPLPQRDLPKNRWGKMMEKKREQHEIKNETKRSSTVDGLRKRPLIVFDGSSTSTSIKVKKTENGDNDRLKPPPQASFTSNAFRKLSNSSSSVSPLILSSNLPVNNKTEHNNNDAKQNHDLTHRKSPSGPVKSPPLSPVGTTPVKLKRAAPKEEAEAMNNLKPPQAKRKIQHVTWP. Result: 0 (no interaction). (7) The miRNA is hsa-miR-18a-3p with sequence ACUGCCCUAAGUGCUCCUUCUGG. The protein sequence of the target gene is MSYMLPHLHNGWQVDQAILSEEDRVVVIRFGHDWDPTCMKMDEVLYSIAEKVKNFAVIYLVDITEVPDFNKMYELYDPCTVMFFFRNKHIMIDLGTGNNNKINWAMEDKQEMVDIIETVYRGARKGRGLVVSPKDYSTKYRY. Result: 1 (interaction). (8) The miRNA is hsa-miR-92a-3p with sequence UAUUGCACUUGUCCCGGCCUGU. The protein sequence of the target gene is MATYTCITCRVAFRDADMQRAHYKTDWHRYNLRRKVASMAPVTAEGFQERVRAQRAVAEEESKGSATYCTVCSKKFASFNAYENHLKSRRHVELEKKAVQAVNRKVEMMNEKNLEKGLGVDSVDKDAMNAAIQQAIKAQPSMSPKKAPPAPAKEARNVVAVGTGGRGTHDRDPSEKPPRLQWFEQQAKKLAKQQEEDSEEEEEDLDGDDWEDIDSDEELECEDTEAMDDVVEQDAEEEEAEEGPPLGAIPITDCLFCSHHSSSLMKNVAHMTKDHSFFIPDIEYLSDIKGLIKYLGEKVG.... Result: 1 (interaction). (9) The miRNA is hsa-miR-6755-5p with sequence UAGGGUAGACACUGACAACGUU. The protein sequence of the target gene is MMPQLQFKDAFWCRDFTAHTGYEVLLQRLLDGRKMCKDMEELLRQRAQAEERYGKELVQIARKAGGQTEINSLRASFDSLKQQMENVGSSHIQLALTLREELRSLEEFRERQKEQRKKYEAVMDRVQKSKLSLYKKAMESKKTYEQKCRDADDAEQAFERISANGHQKQVEKSQNKARQCKDSATEAERVYRQSIAQLEKVRAEWEQEHRTTCEAFQLQEFDRLTILRNALWVHSNQLSMQCVKDDELYEEVRLTLEGCSIDADIDSFIQAKSTGTEPPAPVPYQNYYDREVTPLTSSPG.... Result: 0 (no interaction). (10) The miRNA is hsa-miR-6790-3p with sequence CGACCUCGGCGACCCCUCACU. The protein sequence of the target gene is MDKLKCPSFFKCREKEKVSASSENFHVGENDENQDRGNWSKKSDYLLSMIGYAVGLGNVWRFPYLTYSNGGGAFLIPYAIMLALAGLPLFFLECSLGQFASLGPVSVWRILPLFQGVGITMVLISIFVTIYYNVIIAYSLYYMFASFQSELPWKNCSSWSDKNCSRSPIVTHCNVSTVNKGIQEIIQMNKSWVDINNFTCINGSEIYQPGQLPSEQYWNKVALQRSSGMNETGVIVWYLALCLLLAWLIVGAALFKGIKSSGKVVYFTALFPYVVLLILLVRGATLEGASKGISYYIGAQ.... Result: 0 (no interaction).